From a dataset of Forward reaction prediction with 1.9M reactions from USPTO patents (1976-2016). Predict the product of the given reaction. (1) Given the reactants [C:1]([C:4]1[CH:11]=[CH:10][C:7]([CH:8]=O)=[CH:6][CH:5]=1)([OH:3])=[O:2].[NH2:12][C:13]1[S:14][C:15]([CH3:18])=[N:16][N:17]=1.C([O:21][C:22](=O)[C:23]([OH:35])=[CH:24][C:25]([C:27]1[CH:32]=[CH:31][C:30]([O:33][CH3:34])=[CH:29][CH:28]=1)=[O:26])C, predict the reaction product. The product is: [OH:35][C:23]1[C:22](=[O:21])[N:12]([C:13]2[S:14][C:15]([CH3:18])=[N:16][N:17]=2)[CH:8]([C:7]2[CH:10]=[CH:11][C:4]([C:1]([OH:3])=[O:2])=[CH:5][CH:6]=2)[C:24]=1[C:25](=[O:26])[C:27]1[CH:28]=[CH:29][C:30]([O:33][CH3:34])=[CH:31][CH:32]=1. (2) Given the reactants C[O:2][C:3](=O)[CH2:4][S:5][CH:6]([C:11]1[CH:16]=[CH:15][C:14]([N+:17]([O-:19])=[O:18])=[CH:13][CH:12]=1)[CH2:7][N+:8]([O-])=O, predict the reaction product. The product is: [N+:17]([C:14]1[CH:15]=[CH:16][C:11]([CH:6]2[CH2:7][NH:8][C:3](=[O:2])[CH2:4][S:5]2)=[CH:12][CH:13]=1)([O-:19])=[O:18]. (3) Given the reactants CN(CCN(C)C)C.CCCCCC.[CH:15]([N:18]1[CH:22]=[CH:21][N:20]=[CH:19]1)([CH3:17])[CH3:16].[I:23]I, predict the reaction product. The product is: [I:23][C:22]1[N:18]([CH:15]([CH3:17])[CH3:16])[CH:19]=[N:20][CH:21]=1.